This data is from Catalyst prediction with 721,799 reactions and 888 catalyst types from USPTO. The task is: Predict which catalyst facilitates the given reaction. (1) Reactant: [CH2:1]([Si:3]([CH2:12][CH3:13])([CH2:10][CH3:11])[O:4][C:5]([CH:7]=[CH:8][CH3:9])=[CH2:6])[CH3:2].[N+:14]([C:17]1[CH:24]=[N:23][CH:22]=[CH:21][C:18]=1[CH:19]=[O:20])([O-:16])=[O:15].CC(C)(C)/C(/O)=C/C(C(C(C(F)(F)F)(F)F)(F)F)=O.CC(C)(C)/C(/O)=C/C(C(C(C(F)(F)F)(F)F)(F)F)=O.CC(C)(C)/C(/O)=C/C(C(C(C(F)(F)F)(F)F)(F)F)=O.[Eu]. Product: [CH3:9][C@H:8]1[O:20][C@@H:19]([C:18]2[CH:21]=[CH:22][N:23]=[CH:24][C:17]=2[N+:14]([O-:16])=[O:15])[CH2:6][C:5]([O:4][Si:3]([CH2:10][CH3:11])([CH2:1][CH3:2])[CH2:12][CH3:13])=[CH:7]1. The catalyst class is: 22. (2) Reactant: [Cl:1][C:2]1[CH:3]=[C:4]2[C:10]([C:11]3[N:16]=[C:15]([NH:17][C@H:18]4[CH2:23][CH2:22][CH2:21][C@@:20]([CH3:28])([C:24]([O:26][CH3:27])=[O:25])[CH2:19]4)[C:14]([F:29])=[CH:13][N:12]=3)=[CH:9][N:8](S(C3C=CC(C)=CC=3)(=O)=O)[C:5]2=[N:6][CH:7]=1.[H-].[Na+]. Product: [Cl:1][C:2]1[CH:3]=[C:4]2[C:10]([C:11]3[N:16]=[C:15]([NH:17][C@H:18]4[CH2:23][CH2:22][CH2:21][C@@:20]([CH3:28])([C:24]([O:26][CH3:27])=[O:25])[CH2:19]4)[C:14]([F:29])=[CH:13][N:12]=3)=[CH:9][NH:8][C:5]2=[N:6][CH:7]=1. The catalyst class is: 5. (3) Reactant: [CH3:1][C:2]([C:5]1[C:10]([C:11]2[CH:16]=[C:15]([O:17][CH3:18])[CH:14]=[CH:13][C:12]=2[F:19])=[CH:9][C:8]([CH2:20][O:21][C:22]2[CH:27]=[CH:26][C:25]([C@H:28]([CH2:35][CH3:36])[CH2:29][C:30]([O:32]CC)=[O:31])=[CH:24][CH:23]=2)=[CH:7][CH:6]=1)([CH3:4])[CH3:3].[OH-].[Li+]. Product: [CH3:4][C:2]([C:5]1[C:10]([C:11]2[CH:16]=[C:15]([O:17][CH3:18])[CH:14]=[CH:13][C:12]=2[F:19])=[CH:9][C:8]([CH2:20][O:21][C:22]2[CH:23]=[CH:24][C:25]([C@H:28]([CH2:35][CH3:36])[CH2:29][C:30]([OH:32])=[O:31])=[CH:26][CH:27]=2)=[CH:7][CH:6]=1)([CH3:1])[CH3:3]. The catalyst class is: 36. (4) Reactant: B(Br)(Br)[Br:2].ClCCl.[S:8]1[CH:12]=[CH:11][C:10]2[C:13]([N:17]3[CH2:22][CH2:21][N:20]([CH2:23][CH2:24][CH2:25][CH2:26][N:27]4[CH:36]=[CH:35][C:34]5[C:29](=[CH:30][C:31]([O:37]C)=[CH:32][CH:33]=5)[C:28]4=[O:39])[CH2:19][CH2:18]3)=[CH:14][CH:15]=[CH:16][C:9]1=2. Product: [BrH:2].[S:8]1[CH:12]=[CH:11][C:10]2[C:13]([N:17]3[CH2:18][CH2:19][N:20]([CH2:23][CH2:24][CH2:25][CH2:26][N:27]4[CH:36]=[CH:35][C:34]5[C:29](=[CH:30][C:31]([OH:37])=[CH:32][CH:33]=5)[C:28]4=[O:39])[CH2:21][CH2:22]3)=[CH:14][CH:15]=[CH:16][C:9]1=2. The catalyst class is: 6. (5) Reactant: [CH3:1][N:2]1[CH:6]=[CH:5][N:4]=[N:3]1.[Li]CCCC.[Cl:12][C:13]1[C:22]2[C:17](=[CH:18][CH:19]=[C:20]([C:23]([C:25]3[N:29]([CH3:30])[CH:28]=[N:27][CH:26]=3)=[O:24])[CH:21]=2)[N:16]=[C:15]([O:31][CH3:32])[C:14]=1[CH2:33][C:34]1[CH:39]=[CH:38][C:37]([C:40]([F:43])([F:42])[F:41])=[CH:36][CH:35]=1. Product: [Cl:12][C:13]1[C:22]2[C:17](=[CH:18][CH:19]=[C:20]([C:23]([C:6]3[N:2]([CH3:1])[N:3]=[N:4][CH:5]=3)([C:25]3[N:29]([CH3:30])[CH:28]=[N:27][CH:26]=3)[OH:24])[CH:21]=2)[N:16]=[C:15]([O:31][CH3:32])[C:14]=1[CH2:33][C:34]1[CH:35]=[CH:36][C:37]([C:40]([F:42])([F:41])[F:43])=[CH:38][CH:39]=1. The catalyst class is: 1. (6) Reactant: [OH:1][CH:2]1[CH2:7][CH2:6][N:5]([C:8]([O:10][C:11]([CH3:14])([CH3:13])[CH3:12])=[O:9])[CH2:4][CH2:3]1.[Br:15][C:16]1[CH:21]=[CH:20][CH:19]=[CH:18][C:17]=1O.C1(P(C2C=CC=CC=2)C2C=CC=CC=2)C=CC=CC=1.N(C(OC(C)C)=O)=NC(OC(C)C)=O. Product: [Br:15][C:16]1[CH:21]=[CH:20][CH:19]=[CH:18][C:17]=1[O:1][CH:2]1[CH2:3][CH2:4][N:5]([C:8]([O:10][C:11]([CH3:14])([CH3:13])[CH3:12])=[O:9])[CH2:6][CH2:7]1. The catalyst class is: 90. (7) The catalyst class is: 105. Reactant: C([O:8][C:9]1[CH:14]=[CH:13][C:12]([C@@H:15]([O:54][Si:55]([C:58]([CH3:61])([CH3:60])[CH3:59])([CH3:57])[CH3:56])[CH2:16][NH:17][CH2:18][CH2:19][C:20]2[CH:25]=[CH:24][C:23]([O:26][CH2:27][CH2:28][CH2:29][CH2:30][C:31]3[CH:36]=[CH:35][C:34]([OH:37])=[C:33]([C@@H:38]([C:48]4[CH:53]=[CH:52][CH:51]=[CH:50][CH:49]=4)[CH2:39][CH2:40][N:41]([CH:45]([CH3:47])[CH3:46])[CH:42]([CH3:44])[CH3:43])[CH:32]=3)=[CH:22][CH:21]=2)=[CH:11][C:10]=1[NH:62][CH:63]=[O:64])C1C=CC=CC=1.C([O-])=O.[NH4+]. Product: [Si:55]([O:54][C@H:15]([C:12]1[CH:13]=[CH:14][C:9]([OH:8])=[C:10]([NH:62][CH:63]=[O:64])[CH:11]=1)[CH2:16][NH:17][CH2:18][CH2:19][C:20]1[CH:25]=[CH:24][C:23]([O:26][CH2:27][CH2:28][CH2:29][CH2:30][C:31]2[CH:36]=[CH:35][C:34]([OH:37])=[C:33]([C@@H:38]([C:48]3[CH:49]=[CH:50][CH:51]=[CH:52][CH:53]=3)[CH2:39][CH2:40][N:41]([CH:45]([CH3:47])[CH3:46])[CH:42]([CH3:44])[CH3:43])[CH:32]=2)=[CH:22][CH:21]=1)([C:58]([CH3:61])([CH3:59])[CH3:60])([CH3:57])[CH3:56]. (8) Reactant: [N:1]1([CH:7]2[CH2:12][CH2:11][N:10]([C:13]([C:15]3[CH:16]=[C:17]4[C:21](=[CH:22][CH:23]=3)[NH:20][C:19]([C:24]([N:26]3[CH2:31][CH2:30][C:29]([F:33])([F:32])[CH2:28][CH2:27]3)=[O:25])=[CH:18]4)=[O:14])[CH2:9][CH2:8]2)[CH2:6][CH2:5][CH2:4][CH2:3][CH2:2]1.[H-].[Na+].Br[CH:37]([CH3:39])[CH3:38]. Product: [N:1]1([CH:7]2[CH2:12][CH2:11][N:10]([C:13]([C:15]3[CH:16]=[C:17]4[C:21](=[CH:22][CH:23]=3)[N:20]([CH:37]([CH3:39])[CH3:38])[C:19]([C:24]([N:26]3[CH2:31][CH2:30][C:29]([F:33])([F:32])[CH2:28][CH2:27]3)=[O:25])=[CH:18]4)=[O:14])[CH2:9][CH2:8]2)[CH2:2][CH2:3][CH2:4][CH2:5][CH2:6]1. The catalyst class is: 9. (9) Reactant: [CH3:1][C:2]([CH:5]=[O:6])([CH3:4])[CH3:3].[Li][CH2:8][CH2:9][CH2:10][CH3:11]. Product: [CH3:1][C:2]([CH3:4])([CH:5]([OH:6])[CH2:8][CH2:9][CH2:10][CH3:11])[CH3:3]. The catalyst class is: 134.